This data is from NCI-60 drug combinations with 297,098 pairs across 59 cell lines. The task is: Regression. Given two drug SMILES strings and cell line genomic features, predict the synergy score measuring deviation from expected non-interaction effect. (1) Drug 1: CC1=C(C(CCC1)(C)C)C=CC(=CC=CC(=CC(=O)O)C)C. Drug 2: CN(C(=O)NC(C=O)C(C(C(CO)O)O)O)N=O. Cell line: SR. Synergy scores: CSS=-1.74, Synergy_ZIP=-8.53, Synergy_Bliss=-12.6, Synergy_Loewe=-11.5, Synergy_HSA=-12.3. (2) Drug 1: CCN(CC)CCNC(=O)C1=C(NC(=C1C)C=C2C3=C(C=CC(=C3)F)NC2=O)C. Drug 2: C1CC(C1)(C2=CC=C(C=C2)C3=C(C=C4C(=N3)C=CN5C4=NNC5=O)C6=CC=CC=C6)N. Cell line: OVCAR3. Synergy scores: CSS=56.1, Synergy_ZIP=3.90, Synergy_Bliss=4.41, Synergy_Loewe=-16.5, Synergy_HSA=6.20. (3) Drug 1: CN(C)N=NC1=C(NC=N1)C(=O)N. Drug 2: CC1C(C(=O)NC(C(=O)N2CCCC2C(=O)N(CC(=O)N(C(C(=O)O1)C(C)C)C)C)C(C)C)NC(=O)C3=C4C(=C(C=C3)C)OC5=C(C(=O)C(=C(C5=N4)C(=O)NC6C(OC(=O)C(N(C(=O)CN(C(=O)C7CCCN7C(=O)C(NC6=O)C(C)C)C)C)C(C)C)C)N)C. Cell line: SF-295. Synergy scores: CSS=1.69, Synergy_ZIP=-2.71, Synergy_Bliss=-3.24, Synergy_Loewe=-1.65, Synergy_HSA=-2.02. (4) Drug 1: C1C(C(OC1N2C=C(C(=O)NC2=O)F)CO)O. Drug 2: CC1CCC2CC(C(=CC=CC=CC(CC(C(=O)C(C(C(=CC(C(=O)CC(OC(=O)C3CCCCN3C(=O)C(=O)C1(O2)O)C(C)CC4CCC(C(C4)OC)OCCO)C)C)O)OC)C)C)C)OC. Cell line: MOLT-4. Synergy scores: CSS=39.2, Synergy_ZIP=-0.731, Synergy_Bliss=0.714, Synergy_Loewe=-17.9, Synergy_HSA=-0.600. (5) Drug 1: C1=CC=C(C(=C1)C(C2=CC=C(C=C2)Cl)C(Cl)Cl)Cl. Drug 2: C1CN(P(=O)(OC1)NCCCl)CCCl. Cell line: HCT116. Synergy scores: CSS=3.33, Synergy_ZIP=-0.523, Synergy_Bliss=0.883, Synergy_Loewe=0.984, Synergy_HSA=1.16. (6) Drug 1: CC12CCC(CC1=CCC3C2CCC4(C3CC=C4C5=CN=CC=C5)C)O. Drug 2: CCN(CC)CCCC(C)NC1=C2C=C(C=CC2=NC3=C1C=CC(=C3)Cl)OC. Cell line: EKVX. Synergy scores: CSS=35.8, Synergy_ZIP=1.24, Synergy_Bliss=7.05, Synergy_Loewe=0.499, Synergy_HSA=6.59. (7) Drug 1: C1=NC(=NC(=O)N1C2C(C(C(O2)CO)O)O)N. Drug 2: CC1=C(C(=CC=C1)Cl)NC(=O)C2=CN=C(S2)NC3=CC(=NC(=N3)C)N4CCN(CC4)CCO. Cell line: OVCAR-5. Synergy scores: CSS=8.67, Synergy_ZIP=-6.57, Synergy_Bliss=1.42, Synergy_Loewe=1.10, Synergy_HSA=1.34. (8) Drug 1: CC12CCC(CC1=CCC3C2CCC4(C3CC=C4C5=CN=CC=C5)C)O. Drug 2: CS(=O)(=O)C1=CC(=C(C=C1)C(=O)NC2=CC(=C(C=C2)Cl)C3=CC=CC=N3)Cl. Cell line: OVCAR-8. Synergy scores: CSS=4.90, Synergy_ZIP=-0.478, Synergy_Bliss=-1.30, Synergy_Loewe=-1.98, Synergy_HSA=-1.58. (9) Drug 1: CC12CCC(CC1=CCC3C2CCC4(C3CC=C4C5=CN=CC=C5)C)O. Drug 2: CC(C)(C#N)C1=CC(=CC(=C1)CN2C=NC=N2)C(C)(C)C#N. Cell line: SF-539. Synergy scores: CSS=10.2, Synergy_ZIP=-3.42, Synergy_Bliss=-0.689, Synergy_Loewe=1.93, Synergy_HSA=1.08. (10) Drug 1: CC(CN1CC(=O)NC(=O)C1)N2CC(=O)NC(=O)C2. Drug 2: C1=NC2=C(N1)C(=S)N=CN2. Cell line: UO-31. Synergy scores: CSS=29.8, Synergy_ZIP=-0.802, Synergy_Bliss=5.81, Synergy_Loewe=5.76, Synergy_HSA=5.83.